Dataset: B-cell epitopes from IEDB database with 3,159 antigens for binding position prediction. Task: Token-level Classification. Given an antigen amino acid sequence, predict which amino acid positions are active epitope sites capable of antibody binding. Output is a list of indices for active positions. Given the antigen sequence: MATTEYRLSLMEQFIRAFIEIDKDNNELIDKQELTKYCQQNQMDMKQIDPWIARFDTDKDGKVSLEEFCRGFGLKVWEVRREKEELKRDKEGKVSTLPLDIQIIAATMSKAKQYNICCKFKELLDKTSRTGDEVRALANDLKAFLDSEYGRVWQVIILTGSYWMNFSHEPFLSMQFKYSNYVCLLWRTPSS, which amino acid positions are active epitope sites? The epitope positions are: [140, 141, 142, 143, 144, 145, 146, 147, 148, 149, 150, 151, 152, 153, 154, 155, 156, 157, 158, 159]. The amino acids at these positions are: LKAFLDSEYGRVWQVIILTG.